This data is from KCNQ2 potassium channel screen with 302,405 compounds. The task is: Binary Classification. Given a drug SMILES string, predict its activity (active/inactive) in a high-throughput screening assay against a specified biological target. (1) The result is 0 (inactive). The compound is o1c2c(n(CC(OC(C)C)=O)c1=O)cc(cc2)C. (2) The drug is S(=O)(=O)(NCc1ncccc1)c1c(cc(c(OCC)c1)C)C. The result is 0 (inactive). (3) The drug is S(=O)(=O)(N)c1ccc(NC(=O)CCC(CCC)C(O)=O)cc1. The result is 0 (inactive). (4) The molecule is O=C(NNC(=O)CCCOc1cc(ccc1)C)CCN1CCN(CC1)c1ccccc1. The result is 0 (inactive). (5) The drug is O=C1N(CC(CC1)C(=O)N(Cc1[nH]nc(c1)COC)C)Cc1cc(OC)ccc1. The result is 0 (inactive). (6) The drug is S(=O)(=O)(Nc1cc2sc(SC)nc2cc1)c1c(OC)c(OC)cc(c1)/C=C\C(O)=O. The result is 0 (inactive). (7) The drug is S(=O)(=O)(Nc1c2c([nH]c1C(O)=O)cccc2)c1cc(c(cc1)C)C. The result is 0 (inactive). (8) The molecule is O1C(CCC1)CNC(=O)C(/NC(=O)c1ccc(cc1)C)=C\c1cc([N+]([O-])=O)ccc1. The result is 0 (inactive).